Dataset: Full USPTO retrosynthesis dataset with 1.9M reactions from patents (1976-2016). Task: Predict the reactants needed to synthesize the given product. (1) Given the product [C:19]([O:18][C:17]([NH:16][C:10]1[C:9]([C:24]([OH:26])=[O:25])=[C:8]([O:7][CH3:6])[C:13]([O:14][CH3:15])=[CH:12][CH:11]=1)=[O:23])([CH3:20])([CH3:22])[CH3:21], predict the reactants needed to synthesize it. The reactants are: [Li+].CCC[CH2-].[CH3:6][O:7][C:8]1[CH:9]=[C:10]([NH:16][C:17](=[O:23])[O:18][C:19]([CH3:22])([CH3:21])[CH3:20])[CH:11]=[CH:12][C:13]=1[O:14][CH3:15].[C:24](=[O:26])=[O:25]. (2) Given the product [Cl:1][C:2]1[CH:3]=[CH:4][C:5]([CH2:6][NH:7][C:8](=[O:9])[NH:10][N:11]([CH2:13][C:14]([NH:19][C@@H:20]([CH2:44][C:45](=[O:46])[NH:47][C:48]([C:49]2[CH:50]=[CH:51][CH:52]=[CH:53][CH:54]=2)([C:55]2[CH:56]=[CH:57][CH:58]=[CH:59][CH:60]=2)[C:61]2[CH:62]=[CH:63][CH:64]=[CH:65][CH:66]=2)[C:21]([N:23]([C@@H:35]([CH3:43])[CH:36]([O:37][CH2:38][CH3:39])[O:40][CH2:41][CH3:42])[CH2:24][C:25]2[C:34]3[C:29](=[CH:30][CH:31]=[CH:32][CH:33]=3)[CH:28]=[CH:27][CH:26]=2)=[O:22])=[O:16])[CH3:12])=[CH:17][CH:18]=1, predict the reactants needed to synthesize it. The reactants are: [Cl:1][C:2]1[CH:18]=[CH:17][C:5]([CH2:6][NH:7][C:8]([NH:10][N:11]([CH2:13][C:14]([OH:16])=O)[CH3:12])=[O:9])=[CH:4][CH:3]=1.[NH2:19][C@@H:20]([CH2:44][C:45]([NH:47][C:48]([C:61]1[CH:66]=[CH:65][CH:64]=[CH:63][CH:62]=1)([C:55]1[CH:60]=[CH:59][CH:58]=[CH:57][CH:56]=1)[C:49]1[CH:54]=[CH:53][CH:52]=[CH:51][CH:50]=1)=[O:46])[C:21]([N:23]([C@@H:35]([CH3:43])[CH:36]([O:40][CH2:41][CH3:42])[O:37][CH2:38][CH3:39])[CH2:24][C:25]1[C:34]2[C:29](=[CH:30][CH:31]=[CH:32][CH:33]=2)[CH:28]=[CH:27][CH:26]=1)=[O:22].